The task is: Predict which catalyst facilitates the given reaction.. This data is from Catalyst prediction with 721,799 reactions and 888 catalyst types from USPTO. Product: [CH3:1][O:2][C:3]1[CH:4]=[C:5]([O:21][C:22]2[CH:27]=[CH:26][C:25]([S:28]([CH3:31])(=[O:29])=[O:30])=[CH:24][N:23]=2)[CH:6]=[C:7]2[C:11]=1[NH:10][C:9]([C:12]1[S:13][CH:14]([CH2:17][C:18]([NH:33][CH3:37])=[O:20])[CH2:15][N:16]=1)=[CH:8]2. Reactant: [CH3:1][O:2][C:3]1[CH:4]=[C:5]([O:21][C:22]2[CH:27]=[CH:26][C:25]([S:28]([CH3:31])(=[O:30])=[O:29])=[CH:24][N:23]=2)[CH:6]=[C:7]2[C:11]=1[NH:10][C:9]([C:12]1[S:13][CH:14]([CH2:17][C:18]([OH:20])=O)[CH2:15][N:16]=1)=[CH:8]2.O[N:33]1[C:37]2C=CC=CC=2N=N1.[Cl-].C[NH3+].C(N(CC)CC)C. The catalyst class is: 9.